Dataset: Forward reaction prediction with 1.9M reactions from USPTO patents (1976-2016). Task: Predict the product of the given reaction. (1) Given the reactants [C:1](O)(=O)[CH2:2][C:3]([OH:5])=[O:4].N1[CH2:13][CH2:12][CH2:11][CH2:10][CH2:9]1.N1C=CC=C[CH:15]=1, predict the reaction product. The product is: [CH2:10]([CH:11]([CH2:12][CH:13]=[CH2:15])/[CH:1]=[CH:2]/[C:3]([OH:5])=[O:4])[CH3:9]. (2) Given the reactants [CH2:1]([N:8]1[C:12]([CH3:13])=[C:11](Br)[C:10]([C:15]#[N:16])=[N:9]1)[C:2]1[CH:7]=[CH:6][CH:5]=[CH:4][CH:3]=1.[CH3:17][C:18]([CH3:32])([CH3:31])[C:19]([NH:21][C:22]1[CH:27]=[CH:26][CH:25]=[CH:24][C:23]=1B(O)O)=[O:20].C(O)CC.C(=O)([O-])[O-].[Na+].[Na+], predict the reaction product. The product is: [CH2:1]([N:8]1[C:12]([CH3:13])=[C:11]([C:23]2[CH:24]=[CH:25][CH:26]=[CH:27][C:22]=2[NH:21][C:19](=[O:20])[C:18]([CH3:31])([CH3:17])[CH3:32])[C:10]([C:15]#[N:16])=[N:9]1)[C:2]1[CH:7]=[CH:6][CH:5]=[CH:4][CH:3]=1. (3) Given the reactants [F:1][C:2]1[CH:3]=[C:4]([C:8]2([CH2:22][CH2:23][N:24]3[C@H:29]4[CH2:30][CH2:31][C@@H:25]3[CH2:26][CH:27]([N:32]3[C:36]5[CH:37]=[CH:38][CH:39]=[CH:40][C:35]=5[N:34]=[C:33]3[CH3:41])[CH2:28]4)[CH2:13][CH2:12][N:11]([C:14](=[O:21])[C:15]([CH3:20])([NH2:19])[CH:16]([CH3:18])[CH3:17])[CH2:10][CH2:9]2)[CH:5]=[CH:6][CH:7]=1.[Cl:42][CH2:43][C:44](Cl)=[O:45].CCN(C(C)C)C(C)C, predict the reaction product. The product is: [Cl:42][CH2:43][C:44]([NH:19][C:15]([C:14]([N:11]1[CH2:12][CH2:13][C:8]([C:4]2[CH:5]=[CH:6][CH:7]=[C:2]([F:1])[CH:3]=2)([CH2:22][CH2:23][N:24]2[C@H:29]3[CH2:30][CH2:31][C@@H:25]2[CH2:26][CH:27]([N:32]2[C:36]4[CH:37]=[CH:38][CH:39]=[CH:40][C:35]=4[N:34]=[C:33]2[CH3:41])[CH2:28]3)[CH2:9][CH2:10]1)=[O:21])([CH3:20])[CH:16]([CH3:17])[CH3:18])=[O:45]. (4) Given the reactants [C:1]([O:5][C:6](=[O:22])[NH:7][C@H:8]([CH2:13][C:14]1[CH:19]=[C:18]([F:20])[CH:17]=[CH:16][C:15]=1[F:21])[C:9](=[O:12])[CH2:10][Cl:11])([CH3:4])([CH3:3])[CH3:2].C1COCC1.[BH4-].[Na+], predict the reaction product. The product is: [C:1]([O:5][C:6](=[O:22])[NH:7][C@H:8]([CH2:13][C:14]1[CH:19]=[C:18]([F:20])[CH:17]=[CH:16][C:15]=1[F:21])[C@@H:9]([OH:12])[CH2:10][Cl:11])([CH3:4])([CH3:2])[CH3:3].